Task: Predict the product of the given reaction.. Dataset: Forward reaction prediction with 1.9M reactions from USPTO patents (1976-2016) (1) Given the reactants [CH2:1]([NH:8][C:9]([C:11]1[CH:16]=[CH:15][C:14]([CH2:17][CH2:18][NH:19][CH2:20][CH2:21][C:22]([N:24]([CH:51]2[CH2:57][CH2:56][CH2:55][CH2:54][CH2:53][CH2:52]2)[CH2:25][CH2:26][N:27]([CH2:38][CH2:39][C:40]2[C:48]3[S:47][C:46](=[O:49])[NH:45][C:44]=3[C:43]([OH:50])=[CH:42][CH:41]=2)C(=O)OCC2C=CC=CC=2)=[O:23])=[CH:13][CH:12]=1)=[O:10])[C:2]1[CH:7]=[CH:6][CH:5]=[CH:4][CH:3]=1.Br, predict the reaction product. The product is: [CH2:1]([NH:8][C:9](=[O:10])[C:11]1[CH:12]=[CH:13][C:14]([CH2:17][CH2:18][NH:19][CH2:20][CH2:21][C:22]([N:24]([CH:51]2[CH2:57][CH2:56][CH2:55][CH2:54][CH2:53][CH2:52]2)[CH2:25][CH2:26][NH:27][CH2:38][CH2:39][C:40]2[C:48]3[S:47][C:46](=[O:49])[NH:45][C:44]=3[C:43]([OH:50])=[CH:42][CH:41]=2)=[O:23])=[CH:15][CH:16]=1)[C:2]1[CH:7]=[CH:6][CH:5]=[CH:4][CH:3]=1. (2) Given the reactants [C:1]([C:3]1([C:6]2[CH:7]=[C:8]([CH:12]=[CH:13][CH:14]=2)[C:9]([OH:11])=O)[CH2:5][CH2:4]1)#[N:2].C(Cl)(=O)C(Cl)=O.O1CCCC1.[NH2:26][C:27]1[C:28]([Cl:50])=[C:29]([C:46]([CH3:49])=[CH:47][CH:48]=1)[O:30][C:31]1[CH:32]=[CH:33][C:34]2[N:35]([CH:37]=[C:38]([NH:40][C:41]([CH:43]3[CH2:45][CH2:44]3)=[O:42])[N:39]=2)[N:36]=1, predict the reaction product. The product is: [Cl:50][C:28]1[C:29]([O:30][C:31]2[CH:32]=[CH:33][C:34]3[N:35]([CH:37]=[C:38]([NH:40][C:41]([CH:43]4[CH2:45][CH2:44]4)=[O:42])[N:39]=3)[N:36]=2)=[C:46]([CH3:49])[CH:47]=[CH:48][C:27]=1[NH:26][C:9](=[O:11])[C:8]1[CH:12]=[CH:13][CH:14]=[C:6]([C:3]([C:1]#[N:2])([CH3:4])[CH3:5])[CH:7]=1. (3) The product is: [NH2:1][C:4]1[CH:17]=[CH:16][C:7]([CH2:8][N:9]2[CH:13]=[CH:12][N:11]=[C:10]2[CH2:14][OH:15])=[CH:6][CH:5]=1. Given the reactants [N+:1]([C:4]1[CH:17]=[CH:16][C:7]([CH2:8][N:9]2[CH:13]=[CH:12][N:11]=[C:10]2[CH2:14][OH:15])=[CH:6][CH:5]=1)([O-])=O, predict the reaction product.